Dataset: Reaction yield outcomes from USPTO patents with 853,638 reactions. Task: Predict the reaction yield, written as a fraction of the theoretical maximum amount of product (1.0 means a 100% yield; for example, 0.34 means a 34% yield). (1) The reactants are Br[C:2]1[CH:7]=C[C:5]([CH2:8][CH2:9][CH2:10][N:11]([CH3:23])[C:12]([NH:14][C:15]2[CH:20]=[CH:19][CH:18]=[C:17]([C:21]#[N:22])[CH:16]=2)=[O:13])=[CH:4][CH:3]=1.[Br:24]C1C=CC(CCNC)=CC=1.N(C1C=C(C=CC=1)C#N)=C=O. No catalyst specified. The product is [Br:24][C:3]1[CH:2]=[CH:7][C:8]([CH2:9][CH2:10][N:11]([CH3:23])[C:12]([NH:14][C:15]2[CH:20]=[CH:19][CH:18]=[C:17]([C:21]#[N:22])[CH:16]=2)=[O:13])=[CH:5][CH:4]=1. The yield is 0.810. (2) The reactants are [NH2:1][C:2]1[CH:7]=[CH:6][CH:5]=[CH:4][N:3]=1.C(N(CC)CC)C.[CH3:15][C:16]([CH3:21])([CH3:20])[C:17](Cl)=[O:18].O. The catalyst is ClCCl. The product is [CH3:15][C:16]([CH3:21])([CH3:20])[C:17]([NH:1][C:2]1[CH:7]=[CH:6][CH:5]=[CH:4][N:3]=1)=[O:18]. The yield is 1.02. (3) The reactants are [Cl:1][C:2]1[CH:10]=[CH:9][C:8]2[NH:7][C:6]3[CH2:11][CH2:12][N:13]([CH3:15])[CH2:14][C:5]=3[C:4]=2[CH:3]=1.[OH-].[K+].Br[CH2:19][CH2:20][C:21]1[CH:26]=[CH:25][C:24]([O:27][CH3:28])=[C:23]([F:29])[CH:22]=1. The catalyst is CN1CCCC1=O.O. The product is [F:29][C:23]1[CH:22]=[C:21]([CH:26]=[CH:25][C:24]=1[O:27][CH3:28])[CH2:20][CH2:19][N:7]1[C:8]2[CH:9]=[CH:10][C:2]([Cl:1])=[CH:3][C:4]=2[C:5]2[CH2:14][N:13]([CH3:15])[CH2:12][CH2:11][C:6]1=2. The yield is 0.0400. (4) The reactants are [C:1]([C:5]1[O:6][C:7]2[C:13]([C:14]#[N:15])=[C:12]([CH3:16])[C:11](C3C=CC=CC=3)=[C:10](F)[C:8]=2[N:9]=1)([CH3:4])([CH3:3])[CH3:2].C(N([CH2:29][CH3:30])CC)C.[CH3:31][N:32]([CH3:38])[C@H:33]1[CH2:37][CH2:36][NH:35][CH2:34]1.C(=O)([O-])O.[Na+]. The catalyst is CS(C)=O.C(OCC)(=O)C. The product is [C:1]([CH:5]1[N:9]=[C:8]2[C:10]([N:35]3[CH2:36][CH2:37][C@H:33]([N:32]([CH3:38])[CH3:31])[CH2:34]3)=[CH:11][C:12]([CH3:16])([C:30]3[CH:29]=[CH:10][CH:8]=[CH:7][CH:13]=3)[C:13]([C:14]#[N:15])=[C:7]2[O:6]1)([CH3:3])([CH3:4])[CH3:2]. The yield is 0.870. (5) The reactants are [CH:1]([NH:4][CH:5]([CH3:7])C)([CH3:3])C.C([Li])CCC.CCCCCC.[C:19](#[N:21])[CH3:20].[Cl-].[NH4+].[O:24]1CC[CH2:26][CH2:25]1. No catalyst specified. The product is [OH:24][CH:25]([C:26]1[CH:3]=[CH:1][N:4]=[CH:5][CH:7]=1)[CH2:20][C:19]#[N:21]. The yield is 0.635. (6) The reactants are C[O:2][C:3](=[O:17])[CH2:4][C@@:5]1([CH2:11][NH:12]C(OC)=O)[CH2:9][CH2:8][C@@H:7]([CH3:10])[CH2:6]1.[ClH:18]. The catalyst is O1CCOCC1.O. The product is [ClH:18].[NH2:12][CH2:11][C@:5]1([CH2:4][C:3]([OH:17])=[O:2])[CH2:9][CH2:8][C@@H:7]([CH3:10])[CH2:6]1. The yield is 0.250.